This data is from Full USPTO retrosynthesis dataset with 1.9M reactions from patents (1976-2016). The task is: Predict the reactants needed to synthesize the given product. (1) The reactants are: [C:1]1([C:7]#[C:8][C:9](=[O:12])[CH2:10][CH3:11])[CH:6]=[CH:5][CH:4]=[CH:3][CH:2]=1.C(N(CC)CC)C.Cl/[C:21](=[N:27]\[OH:28])/[C:22]([O:24][CH2:25][CH3:26])=[O:23]. Given the product [C:1]1([C:7]2[O:28][N:27]=[C:21]([C:22]([O:24][CH2:25][CH3:26])=[O:23])[C:8]=2[C:9](=[O:12])[CH2:10][CH3:11])[CH:6]=[CH:5][CH:4]=[CH:3][CH:2]=1, predict the reactants needed to synthesize it. (2) Given the product [OH:22][C:16]1[CH:15]=[C:14]([NH:13][C:6]2[C:5]3[C:10](=[CH:11][CH:12]=[C:3]([N:35]=[S:33]([C:29]4[CH:28]=[C:27]([NH:26][C:23](=[O:25])[CH3:24])[CH:32]=[CH:31][CH:30]=4)([CH3:36])=[O:34])[CH:4]=3)[N:9]=[CH:8][CH:7]=2)[CH:19]=[C:18]([O:20][CH3:21])[CH:17]=1, predict the reactants needed to synthesize it. The reactants are: Cl.Br[C:3]1[CH:4]=[C:5]2[C:10](=[CH:11][CH:12]=1)[N:9]=[CH:8][CH:7]=[C:6]2[NH:13][C:14]1[CH:15]=[C:16]([OH:22])[CH:17]=[C:18]([O:20][CH3:21])[CH:19]=1.[C:23]([NH:26][C:27]1[CH:28]=[C:29]([S:33]([CH3:36])(=[NH:35])=[O:34])[CH:30]=[CH:31][CH:32]=1)(=[O:25])[CH3:24]. (3) Given the product [NH:35]([CH2:34][CH2:33][CH2:32][C@H:24]([NH:23][C:21]([C:17]1[C:16](=[O:57])[N:15]([CH2:14][C:9]2[CH:10]=[CH:11][CH:12]=[CH:13][C:8]=2[C:5]2[CH:6]=[CH:7][C:2]([F:1])=[CH:3][CH:4]=2)[CH:20]=[CH:19][CH:18]=1)=[O:22])[C:25]([OH:27])=[O:26])[C:36]([NH2:38])=[NH:37].[C:58]([OH:64])([C:60]([F:63])([F:62])[F:61])=[O:59], predict the reactants needed to synthesize it. The reactants are: [F:1][C:2]1[CH:7]=[CH:6][C:5]([C:8]2[CH:13]=[CH:12][CH:11]=[CH:10][C:9]=2[CH2:14][N:15]2[CH:20]=[CH:19][CH:18]=[C:17]([C:21]([NH:23][C@@H:24]([CH2:32][CH2:33][CH2:34][NH:35][C:36]([NH:38]S(C3C(C)=C4C(=C(C)C=3C)OC(C)(C)CC4)(=O)=O)=[NH:37])[C:25]([O:27]C(C)(C)C)=[O:26])=[O:22])[C:16]2=[O:57])=[CH:4][CH:3]=1.[C:58]([OH:64])([C:60]([F:63])([F:62])[F:61])=[O:59].C([SiH](CC)CC)C. (4) Given the product [CH:2]([C:3]1[CH:27]=[C:6]2[CH2:7][N:8]([C:12]([O:14][CH2:15][C:16]3[CH:21]=[C:20]([C:22]([F:23])([F:25])[F:24])[CH:19]=[C:18]([Cl:26])[CH:17]=3)=[O:13])[CH2:9][CH2:10][CH2:11][N:5]2[N:4]=1)=[O:1], predict the reactants needed to synthesize it. The reactants are: [OH:1][CH2:2][C:3]1[CH:27]=[C:6]2[CH2:7][N:8]([C:12]([O:14][CH2:15][C:16]3[CH:21]=[C:20]([C:22]([F:25])([F:24])[F:23])[CH:19]=[C:18]([Cl:26])[CH:17]=3)=[O:13])[CH2:9][CH2:10][CH2:11][N:5]2[N:4]=1. (5) Given the product [CH2:35]([N:25]([C:20]1[CH:21]=[C:22]2[C:17](=[CH:18][CH:19]=1)[CH2:16][NH:15][CH2:24][CH2:23]2)[S:26]([C:29]1[CH:33]=[CH:32][N:31]([CH3:34])[N:30]=1)(=[O:28])=[O:27])[C:36]1[CH:37]=[CH:38][CH:39]=[CH:40][CH:41]=1, predict the reactants needed to synthesize it. The reactants are: FC(F)(F)C(O)=O.C(OC([N:15]1[CH2:24][CH2:23][C:22]2[C:17](=[CH:18][CH:19]=[C:20]([N:25]([CH2:35][C:36]3[CH:41]=[CH:40][CH:39]=[CH:38][CH:37]=3)[S:26]([C:29]3[CH:33]=[CH:32][N:31]([CH3:34])[N:30]=3)(=[O:28])=[O:27])[CH:21]=2)[CH2:16]1)=O)(C)(C)C. (6) Given the product [OH:5][C:4]([C:6]([F:16])([F:17])[CH:7]([O:10][C:11](=[O:15])[C:12]([CH3:14])=[CH2:13])[CH2:8][CH3:9])=[O:3], predict the reactants needed to synthesize it. The reactants are: C([O:3][C:4]([C:6]([F:17])([F:16])[CH:7]([O:10][C:11](=[O:15])[C:12]([CH3:14])=[CH2:13])[CH2:8][CH3:9])=[O:5])C.[OH-].[Na+].